Dataset: Catalyst prediction with 721,799 reactions and 888 catalyst types from USPTO. Task: Predict which catalyst facilitates the given reaction. (1) Reactant: C([O:3][C:4](=O)[CH2:5][C:6]([C@H:8]1[CH2:13][CH2:12][N:11]([C:14]([O:16][CH3:17])=[O:15])[C@@H:10]([C:18]2[CH:23]=[CH:22][CH:21]=[CH:20][CH:19]=2)[CH2:9]1)=[O:7])C.[OH-].[Na+].[NH2:27]O.Cl. Product: [O:3]=[C:4]1[CH:5]=[C:6]([C@H:8]2[CH2:13][CH2:12][N:11]([C:14]([O:16][CH3:17])=[O:15])[C@@H:10]([C:18]3[CH:23]=[CH:22][CH:21]=[CH:20][CH:19]=3)[CH2:9]2)[O:7][NH:27]1. The catalyst class is: 24. (2) Reactant: C(=O)([O-])[O-].[K+].[K+].Br[C:8]1[N:12]2[CH:13]=[C:14]([CH3:27])[CH:15]=[C:16]([O:17][CH2:18][C:19]3[C:24]([F:25])=[CH:23][CH:22]=[CH:21][C:20]=3[F:26])[C:11]2=[N:10][C:9]=1[CH3:28].CC1(C)C(C)(C)OB([C:37]2[CH:38]=[N:39][CH:40]=[C:41]([CH:47]=2)[C:42]([O:44][CH2:45][CH3:46])=[O:43])O1.[C:49]([OH:55])([C:51]([F:54])([F:53])[F:52])=[O:50]. Product: [F:52][C:51]([F:54])([F:53])[C:49]([OH:55])=[O:50].[F:26][C:20]1[CH:21]=[CH:22][CH:23]=[C:24]([F:25])[C:19]=1[CH2:18][O:17][C:16]1[C:11]2[N:12]([C:8]([C:37]3[CH:38]=[N:39][CH:40]=[C:41]([CH:47]=3)[C:42]([O:44][CH2:45][CH3:46])=[O:43])=[C:9]([CH3:28])[N:10]=2)[CH:13]=[C:14]([CH3:27])[CH:15]=1. The catalyst class is: 47. (3) Reactant: [NH2:1][C:2]1[C:7]([C:8]([OH:10])=[O:9])=[C:6]([O:11][CH3:12])[C:5]([O:13][CH3:14])=[CH:4][CH:3]=1.Cl[C:16](Cl)([O:18]C(=O)OC(Cl)(Cl)Cl)Cl. Product: [CH3:12][O:11][C:6]1[C:7]2[C:8](=[O:10])[O:9][C:16](=[O:18])[NH:1][C:2]=2[CH:3]=[CH:4][C:5]=1[O:13][CH3:14]. The catalyst class is: 7. (4) Reactant: [NH2:1][C:2]1[C:3]([CH3:21])=[C:4]([C:8]2[CH:13]=[N:12][C:11]([C:14](OC)=[O:15])=[C:10]3[NH:18][CH:19]=[CH:20][C:9]=23)[CH:5]=[CH:6][CH:7]=1.[NH3:22]. Product: [NH2:1][C:2]1[C:3]([CH3:21])=[C:4]([C:8]2[CH:13]=[N:12][C:11]([C:14]([NH2:22])=[O:15])=[C:10]3[NH:18][CH:19]=[CH:20][C:9]=23)[CH:5]=[CH:6][CH:7]=1. The catalyst class is: 5. (5) Reactant: [Cl:1][C:2]1[CH:10]=[C:9]2[C:5](/[C:6](=[CH:12]/[C:13]3[CH:18]=[CH:17][CH:16]=[C:15]([Cl:19])[CH:14]=3)/[C:7](=[O:11])[NH:8]2)=[CH:4][CH:3]=1.[C:20]([O:24][C:25](O[C:25]([O:24][C:20]([CH3:23])([CH3:22])[CH3:21])=[O:26])=[O:26])([CH3:23])([CH3:22])[CH3:21]. Product: [C:20]([O:24][C:25]([N:8]1[C:9]2[C:5](=[CH:4][CH:3]=[C:2]([Cl:1])[CH:10]=2)/[C:6](=[CH:12]/[C:13]2[CH:18]=[CH:17][CH:16]=[C:15]([Cl:19])[CH:14]=2)/[C:7]1=[O:11])=[O:26])([CH3:23])([CH3:22])[CH3:21]. The catalyst class is: 112. (6) The catalyst class is: 8. Product: [CH3:6][O:7][C:8]1[CH:9]=[C:10]([CH:21]=[CH:22][C:23]=1[NH2:24])[C:11]([O:13][CH2:14][C:15]1[CH:20]=[CH:19][CH:18]=[CH:17][CH:16]=1)=[O:12]. Reactant: O.O.[Sn](Cl)Cl.[CH3:6][O:7][C:8]1[CH:9]=[C:10]([CH:21]=[CH:22][C:23]=1[N+:24]([O-])=O)[C:11]([O:13][CH2:14][C:15]1[CH:20]=[CH:19][CH:18]=[CH:17][CH:16]=1)=[O:12]. (7) Reactant: [OH-].[Na+].[C:3](OC=C)(=[O:5])[CH3:4].[CH:9]([C:11]1[CH:16]=[CH:15][CH:14]=[CH:13][C:12]=1[CH:17]=[CH2:18])=[CH2:10]. Product: [CH:3]([OH:5])=[CH2:4].[CH:9]([C:11]1[CH:16]=[CH:15][CH:14]=[CH:13][C:12]=1[CH:17]=[CH2:18])=[CH2:10]. The catalyst class is: 5. (8) Reactant: C(O[C:6](=O)[N:7]([C@@H:9]([C:21](=[O:40])[N:22]([C@@H:24]([CH2:32][NH:33][C:34]([NH:36][CH:37]1[CH2:39][CH2:38]1)=[S:35])[CH2:25][C:26]1[CH:31]=[CH:30][CH:29]=[CH:28][CH:27]=1)[CH3:23])[CH2:10][C:11]1[CH:20]=[CH:19][C:18]2[C:13](=[CH:14][CH:15]=[CH:16][CH:17]=2)[CH:12]=1)C)(C)(C)C.FC(F)(F)C(O)=O. The catalyst class is: 4. Product: [CH2:25]([C@@H:24]([N:22]([CH3:23])[C:21](=[O:40])[C@H:9]([NH:7][CH3:6])[CH2:10][C:11]1[CH:20]=[CH:19][C:18]2[C:13](=[CH:14][CH:15]=[CH:16][CH:17]=2)[CH:12]=1)[CH2:32][NH:33][C:34]([NH:36][CH:37]1[CH2:38][CH2:39]1)=[S:35])[C:26]1[CH:31]=[CH:30][CH:29]=[CH:28][CH:27]=1. (9) Reactant: [F:1][C:2]1[C:3]([C:32]([OH:35])([CH3:34])[CH3:33])=[N:4][C:5]([N:9]2[CH2:17][C@@H:16]3[C@@:11]([C:27]4[S:31][N:30]=[CH:29][CH:28]=4)([N:12]=[C:13]([NH:18]C(=O)C4C=CC=CC=4)[S:14][CH2:15]3)[CH2:10]2)=[N:6][C:7]=1[CH3:8].N1C=CC=CC=1.[ClH:42].CON.Cl.O1CCOCC1. Product: [ClH:42].[NH2:18][C:13]1[S:14][CH2:15][C@@H:16]2[CH2:17][N:9]([C:5]3[N:4]=[C:3]([C:32]([OH:35])([CH3:34])[CH3:33])[C:2]([F:1])=[C:7]([CH3:8])[N:6]=3)[CH2:10][C@:11]2([C:27]2[S:31][N:30]=[CH:29][CH:28]=2)[N:12]=1. The catalyst class is: 511. (10) Reactant: [NH:1]1[C:9]2[C:4](=[CH:5][CH:6]=[CH:7][CH:8]=2)[CH:3]=[CH:2]1.[H-].[Na+].Cl[CH2:13][CH:14]1[CH2:18][O:17][C:16]([CH3:20])([CH3:19])[O:15]1. The catalyst class is: 807. Product: [CH3:19][C:16]1([CH3:20])[O:15][CH:14]([CH2:13][N:1]2[C:9]3[C:4](=[CH:5][CH:6]=[CH:7][CH:8]=3)[CH:3]=[CH:2]2)[CH2:18][O:17]1.